This data is from Reaction yield outcomes from USPTO patents with 853,638 reactions. The task is: Predict the reaction yield, written as a fraction of the theoretical maximum amount of product (1.0 means a 100% yield; for example, 0.34 means a 34% yield). (1) The reactants are [Br:1][C:2]1[CH:7]=[CH:6][C:5]([N:8]2[CH2:13][CH2:12][NH:11][CH2:10][CH2:9]2)=[CH:4][CH:3]=1.[C:14](=O)([O-])[O-].[K+].[K+].CI. The catalyst is CN(C=O)C. The product is [Br:1][C:2]1[CH:3]=[CH:4][C:5]([N:8]2[CH2:13][CH2:12][N:11]([CH3:14])[CH2:10][CH2:9]2)=[CH:6][CH:7]=1. The yield is 0.730. (2) The reactants are [Br:1][C:2]1[CH:7]=[CH:6][C:5]([CH2:8][NH2:9])=[CH:4][CH:3]=1.C(N(CC)C(C)C)(C)C.[C:19]1([CH2:25][S:26](Cl)(=[O:28])=[O:27])[CH:24]=[CH:23][CH:22]=[CH:21][CH:20]=1. The catalyst is ClCCl. The product is [Br:1][C:2]1[CH:7]=[CH:6][C:5]([CH2:8][NH:9][S:26]([CH2:25][C:19]2[CH:24]=[CH:23][CH:22]=[CH:21][CH:20]=2)(=[O:28])=[O:27])=[CH:4][CH:3]=1. The yield is 0.610. (3) The reactants are [Br:1][C:2]1[CH:7]=[C:6]([O:8][CH3:9])[CH:5]=[C:4]([CH2:10]Cl)[C:3]=1[O:12][CH3:13].[C-:14]#[N:15].[K+].O. The catalyst is CS(C)=O. The product is [Br:1][C:2]1[C:3]([O:12][CH3:13])=[C:4]([CH2:10][C:14]#[N:15])[CH:5]=[C:6]([O:8][CH3:9])[CH:7]=1. The yield is 0.770. (4) The reactants are Br[C:2]1[C:11]2[C:6](=[CH:7][CH:8]=[CH:9][CH:10]=2)[CH:5]=[CH:4][CH:3]=1.[Li]CCCC.[C:17]1([P:23]([C:34]2[CH:39]=[CH:38][CH:37]=[CH:36][CH:35]=2)[C:24]2[CH:25]=[CH:26][CH:27]=[C:28]3[C:33]=2[N:32]=[CH:31][CH:30]=[CH:29]3)[CH:22]=[CH:21][CH:20]=[CH:19][CH:18]=1.[NH4+].[Cl-]. The catalyst is C1COCC1. The product is [C:34]1([P:23]([C:17]2[CH:18]=[CH:19][CH:20]=[CH:21][CH:22]=2)[C:24]2[CH:25]=[CH:26][CH:27]=[C:28]3[C:33]=2[NH:32][CH:31]([C:2]2[C:11]4[C:6](=[CH:7][CH:8]=[CH:9][CH:10]=4)[CH:5]=[CH:4][CH:3]=2)[CH:30]=[CH:29]3)[CH:35]=[CH:36][CH:37]=[CH:38][CH:39]=1. The yield is 0.980. (5) The reactants are [Cl:1][C:2]1[CH:24]=[CH:23][C:5]([C:6]([NH:8][C:9]2[CH:14]=[C:13]([C:15]([F:18])([F:17])[F:16])[CH:12]=[C:11]([C:19]([F:22])([F:21])[F:20])[CH:10]=2)=[O:7])=[C:4]([OH:25])[CH:3]=1.[N:26]1([C:32](Cl)=[O:33])[CH2:31][CH2:30][O:29][CH2:28][CH2:27]1. No catalyst specified. The product is [Cl:1][C:2]1[CH:24]=[CH:23][C:5]([C:6]([NH:8][C:9]2[CH:14]=[C:13]([C:15]([F:18])([F:17])[F:16])[CH:12]=[C:11]([C:19]([F:20])([F:21])[F:22])[CH:10]=2)=[O:7])=[C:4]([O:25][C:32]([N:26]2[CH2:31][CH2:30][O:29][CH2:28][CH2:27]2)=[O:33])[CH:3]=1. The yield is 0.841. (6) The reactants are [C:1]([N:5]1[C:9]2=[N:10][CH:11]=[CH:12][CH:13]=[C:8]2[CH:7]([CH2:14][C:15]2[C:20]([CH2:21]O)=[CH:19][C:18]([Cl:23])=[CH:17][N:16]=2)[C:6]1=[O:24])([CH3:4])([CH3:3])[CH3:2].CN(C=O)C.S(Cl)([Cl:32])=O.[Na+].[Cl-]. The catalyst is ClCCl. The product is [C:1]([N:5]1[C:9]2=[N:10][CH:11]=[CH:12][CH:13]=[C:8]2[CH:7]([CH2:14][C:15]2[C:20]([CH2:21][Cl:32])=[CH:19][C:18]([Cl:23])=[CH:17][N:16]=2)[C:6]1=[O:24])([CH3:4])([CH3:3])[CH3:2]. The yield is 0.930.